From a dataset of Forward reaction prediction with 1.9M reactions from USPTO patents (1976-2016). Predict the product of the given reaction. (1) Given the reactants [BH4-].[Na+].[Br:3][C:4]1[CH:5]=[C:6]([CH:10]2[NH:15][C:14]3[CH:16]=[CH:17][CH:18]=[CH:19][C:13]=3[CH2:12][O:11]2)[CH:7]=[CH:8][CH:9]=1, predict the reaction product. The product is: [Br:3][C:4]1[CH:5]=[C:6]([CH:7]=[CH:8][CH:9]=1)[CH2:10][NH:15][C:14]1[CH:16]=[CH:17][CH:18]=[CH:19][C:13]=1[CH2:12][OH:11]. (2) Given the reactants Br[C:2]1[CH:3]=[C:4]([CH2:10][CH2:11][N:12]2[CH:17]=[CH:16][CH:15]=[CH:14][C:13]2=[O:18])[CH:5]=[CH:6][C:7]=1[O:8][CH3:9].[N+:19]([C:22]1[CH:23]=[C:24](B(O)O)[CH:25]=[CH:26][CH:27]=1)([O-:21])=[O:20].C1C=CC(P(C2C=CC=CC=2)C2C=CC=CC=2)=CC=1.C(=O)([O-])[O-].[K+].[K+], predict the reaction product. The product is: [CH3:9][O:8][C:7]1[C:2]([C:26]2[CH:25]=[CH:24][CH:23]=[C:22]([N+:19]([O-:21])=[O:20])[CH:27]=2)=[CH:3][C:4]([CH2:10][CH2:11][N:12]2[CH:17]=[CH:16][CH:15]=[CH:14][C:13]2=[O:18])=[CH:5][CH:6]=1. (3) Given the reactants C12CCC(CC1)CN(C(C[N:13]1[C:19]3[CH:20]=[CH:21][CH:22]=[CH:23][C:18]=3[C:17]([CH2:24][CH:25]3[CH2:30][CH2:29][CH2:28][CH2:27][CH2:26]3)=[N:16][CH:15](NC(OCC3C=CC=CC=3)=O)[C:14]1=[O:42])=O)C2, predict the reaction product. The product is: [CH:25]1([CH2:24][C:17]2[C:18]3[CH:23]=[CH:22][CH:21]=[CH:20][C:19]=3[NH:13][C:14](=[O:42])[CH2:15][N:16]=2)[CH2:26][CH2:27][CH2:28][CH2:29][CH2:30]1.